Task: Predict the product of the given reaction.. Dataset: Forward reaction prediction with 1.9M reactions from USPTO patents (1976-2016) (1) Given the reactants Br[C:2]1[CH:7]=[C:6]([S:8]([CH3:10])=[O:9])[C:5](Br)=[CH:4][C:3]=1[S:12]([CH3:14])=[O:13].[CH2:15]([C:18]1[S:19][C:20]([Sn](C)(C)C)=[CH:21][CH:22]=1)[CH2:16][CH3:17], predict the reaction product. The product is: [CH3:14][S:12]([C:3]1[CH:4]=[C:5]([C:20]2[S:19][C:18]([CH2:15][CH2:16][CH3:17])=[CH:22][CH:21]=2)[C:6]([S:8]([CH3:10])=[O:9])=[CH:7][C:2]=1[C:20]1[S:19][C:18]([CH2:15][CH2:16][CH3:17])=[CH:22][CH:21]=1)=[O:13]. (2) The product is: [CH:14]1([NH:20][C:21]([CH:23]2[CH2:28][CH2:27][CH2:26][N:25]([S:10]([C:5]3[CH:6]=[CH:7][CH:8]=[CH:9][C:4]=3[N+:1]([O-:3])=[O:2])(=[O:12])=[O:11])[CH2:24]2)=[O:22])[CH2:15][CH2:16][CH2:17][CH2:18][CH2:19]1. Given the reactants [N+:1]([C:4]1[CH:9]=[CH:8][CH:7]=[CH:6][C:5]=1[S:10](Cl)(=[O:12])=[O:11])([O-:3])=[O:2].[CH:14]1([NH:20][C:21]([CH:23]2[CH2:28][CH2:27][CH2:26][NH:25][CH2:24]2)=[O:22])[CH2:19][CH2:18][CH2:17][CH2:16][CH2:15]1.C(N(CC)CC)C, predict the reaction product. (3) Given the reactants Cl.[Cl:2][C:3]1[CH:4]=[C:5]([C@H:10]2[C@H:15]([N:16]([CH3:33])[C:17](=[O:32])[C:18]3[CH:23]=[C:22]([C:24]([F:27])([F:26])[F:25])[CH:21]=[C:20]([C:28]([F:31])([F:30])[F:29])[CH:19]=3)[CH2:14][CH2:13][NH:12][CH2:11]2)[CH:6]=[CH:7][C:8]=1[Cl:9].[C:34]([N:41]1[CH2:49][CH2:48][CH:44]([C:45](O)=[O:46])[CH2:43][CH2:42]1)([O:36][C:37]([CH3:40])([CH3:39])[CH3:38])=[O:35], predict the reaction product. The product is: [F:27][C:24]([F:25])([F:26])[C:22]1[CH:23]=[C:18]([C:17]([N:16]([CH3:33])[C@@H:15]2[CH2:14][CH2:13][N:12]([C:45]([CH:44]3[CH2:48][CH2:49][N:41]([C:34]([O:36][C:37]([CH3:40])([CH3:39])[CH3:38])=[O:35])[CH2:42][CH2:43]3)=[O:46])[CH2:11][C@H:10]2[C:5]2[CH:6]=[CH:7][C:8]([Cl:9])=[C:3]([Cl:2])[CH:4]=2)=[O:32])[CH:19]=[C:20]([C:28]([F:31])([F:29])[F:30])[CH:21]=1. (4) Given the reactants Cl[C:2]1[C:3]2[C:10]([CH3:11])=[C:9]([CH2:12][CH3:13])[NH:8][C:4]=2[N:5]=[CH:6][N:7]=1.[NH:14]1[C:18]2=[CH:19][N:20]=[C:21]([NH2:23])[CH:22]=[C:17]2[CH:16]=[N:15]1, predict the reaction product. The product is: [CH2:12]([C:9]1[NH:8][C:4]2[N:5]=[CH:6][N:7]=[C:2]([NH:23][C:21]3[CH:22]=[C:17]4[CH:16]=[N:15][NH:14][C:18]4=[CH:19][N:20]=3)[C:3]=2[C:10]=1[CH3:11])[CH3:13]. (5) Given the reactants [CH3:14][CH:12]([O:11][C:9](/[N:8]=[N:8]/[C:9]([O:11][CH:12]([CH3:14])C)=[O:10])=[O:10])C.C(N1CCN(CCCO[C:28]2[CH:33]=[CH:32][C:31]([CH:34]3[CH2:39][CH2:38]N(C4CCC5N(C(C(F)(F)F)=NN=5)N=4)[CH2:36][CH2:35]3)=[CH:30][CH:29]=2)CC1)(=O)C.[OH:53][CH2:54][CH2:55][N:56]1[CH2:61][CH2:60][N:59]([C:62]([O:64][C:65]([CH3:68])([CH3:67])[CH3:66])=[O:63])[CH2:58][CH2:57]1.[C:69]1(P([C:69]2[CH:74]=[CH:73]C=[CH:71][CH:70]=2)[C:69]2[CH:74]=[CH:73]C=[CH:71][CH:70]=2)[CH:74]=[CH:73]C=[CH:71][CH:70]=1, predict the reaction product. The product is: [CH2:12]([O:11][C:9]([N:8]1[CH2:36][CH:35]=[C:34]([C:31]2[CH:30]=[CH:29][C:28]([O:53][CH2:54][CH2:55][N:56]3[CH2:61][CH2:60][N:59]([C:62]([O:64][C:65]([CH3:68])([CH3:67])[CH3:66])=[O:63])[CH2:58][CH2:57]3)=[CH:33][CH:32]=2)[CH2:39][CH2:38]1)=[O:10])[C:14]1[CH:73]=[CH:74][CH:69]=[CH:70][CH:71]=1. (6) Given the reactants [Cl:1][C:2]1[CH:3]=[C:4]([CH:25]=[CH:26][N:27]=1)[C:5]([NH:7][C:8]1[CH:9]=[C:10]2[C:14](=[CH:15][C:16]=1[N+:17]([O-])=O)[N:13]([CH2:20][CH3:21])[C:12](=[O:22])[C:11]2([CH3:24])[CH3:23])=O, predict the reaction product. The product is: [Cl:1][C:2]1[CH:3]=[C:4]([C:5]2[NH:7][C:8]3=[CH:9][C:10]4[C:11]([CH3:24])([CH3:23])[C:12](=[O:22])[N:13]([CH2:20][CH3:21])[C:14]=4[CH:15]=[C:16]3[N:17]=2)[CH:25]=[CH:26][N:27]=1. (7) Given the reactants [C:1]1(=O)[CH2:6][CH2:5][CH2:4][CH2:3][CH2:2]1.[F:8][C:9]1[CH:15]=[CH:14][C:12]([NH2:13])=[CH:11][CH:10]=1.C[Si]([C:20]#[N:21])(C)C, predict the reaction product. The product is: [F:8][C:9]1[CH:15]=[CH:14][C:12]([NH:13][C:1]2([C:20]#[N:21])[CH2:6][CH2:5][CH2:4][CH2:3][CH2:2]2)=[CH:11][CH:10]=1.